This data is from Reaction yield outcomes from USPTO patents with 853,638 reactions. The task is: Predict the reaction yield, written as a fraction of the theoretical maximum amount of product (1.0 means a 100% yield; for example, 0.34 means a 34% yield). (1) The reactants are [NH2:1][C:2]1[CH:3]=[C:4]([CH:8]=[CH:9][C:10]=1[NH2:11])[C:5]([OH:7])=[O:6].[C:12](N1C=CN=C1)(N1C=CN=C1)=[O:13].O. The catalyst is C1COCC1. The product is [O:13]=[C:12]1[NH:11][C:10]2[CH:9]=[CH:8][C:4]([C:5]([OH:7])=[O:6])=[CH:3][C:2]=2[NH:1]1. The yield is 0.720. (2) The reactants are Br[C:2]1[N:3]=[CH:4][C:5]([NH2:15])=[N:6][C:7]=1[C:8]1[CH:13]=[CH:12][CH:11]=[C:10]([F:14])[CH:9]=1.[S:16]1[CH:20]=[CH:19][N:18]=[CH:17]1.C([O-])(=O)C.[K+]. The catalyst is CN(C)C(=O)C.C1C=CC([P]([Pd]([P](C2C=CC=CC=2)(C2C=CC=CC=2)C2C=CC=CC=2)([P](C2C=CC=CC=2)(C2C=CC=CC=2)C2C=CC=CC=2)[P](C2C=CC=CC=2)(C2C=CC=CC=2)C2C=CC=CC=2)(C2C=CC=CC=2)C2C=CC=CC=2)=CC=1. The product is [F:14][C:10]1[CH:9]=[C:8]([C:7]2[N:6]=[C:5]([NH2:15])[CH:4]=[N:3][C:2]=2[C:20]2[S:16][CH:17]=[N:18][CH:19]=2)[CH:13]=[CH:12][CH:11]=1. The yield is 0.150.